From a dataset of Full USPTO retrosynthesis dataset with 1.9M reactions from patents (1976-2016). Predict the reactants needed to synthesize the given product. (1) Given the product [S:9]1[CH:10]=[CH:11][CH:12]=[C:8]1[C:6]1[N:7]=[C:2]([NH:25][C:26]2[CH:27]=[CH:28][C:29]([N:32]3[CH2:33][CH2:34][N:35]([C:38](=[O:40])[CH3:39])[CH2:36][CH2:37]3)=[CH:30][CH:31]=2)[C:3]2[NH:15][N:14]=[CH:13][C:4]=2[N:5]=1, predict the reactants needed to synthesize it. The reactants are: Cl[C:2]1[C:3]2[C:4](=[CH:13][N:14](CC3C=CC(OC)=CC=3)[N:15]=2)[N:5]=[C:6]([C:8]2[S:9][CH:10]=[CH:11][CH:12]=2)[N:7]=1.[NH2:25][C:26]1[CH:31]=[CH:30][C:29]([N:32]2[CH2:37][CH2:36][N:35]([C:38](=[O:40])[CH3:39])[CH2:34][CH2:33]2)=[CH:28][CH:27]=1.Cl. (2) Given the product [CH3:8][C@H:6]1[O:7][C@@H:2]([CH3:1])[CH2:3][N:4]([C:9]2[S:10][C:11]([C:16]3[CH:21]=[C:20]([CH3:22])[N:19]=[C:18]([CH3:23])[CH:17]=3)=[C:12]([NH:24][CH3:27])[N:13]=2)[CH2:5]1, predict the reactants needed to synthesize it. The reactants are: [CH3:1][C@H:2]1[O:7][C@@H:6]([CH3:8])[CH2:5][N:4]([C:9]2[S:10][C:11]([C:16]3[CH:21]=[C:20]([CH3:22])[N:19]=[C:18]([CH3:23])[CH:17]=3)=[C:12](C#N)[N:13]=2)[CH2:3]1.[NH3:24].[H][H].[CH3:27]O.